From a dataset of Forward reaction prediction with 1.9M reactions from USPTO patents (1976-2016). Predict the product of the given reaction. Given the reactants CCO.Cl.[Br:5][C:6]1[CH:19]=[CH:18][C:9]([O:10][CH2:11][CH:12]2[CH2:17][CH2:16][NH:15][CH2:14][CH2:13]2)=[C:8]([F:20])[CH:7]=1.[CH2:21]([C:23]1([CH2:26][CH3:27])[CH2:25][O:24]1)[CH3:22].C([O-])([O-])=O.[K+].[K+], predict the reaction product. The product is: [Br:5][C:6]1[CH:19]=[CH:18][C:9]([O:10][CH2:11][CH:12]2[CH2:13][CH2:14][N:15]([CH2:25][C:23]([OH:24])([CH2:26][CH3:27])[CH2:21][CH3:22])[CH2:16][CH2:17]2)=[C:8]([F:20])[CH:7]=1.